This data is from Peptide-MHC class I binding affinity with 185,985 pairs from IEDB/IMGT. The task is: Regression. Given a peptide amino acid sequence and an MHC pseudo amino acid sequence, predict their binding affinity value. This is MHC class I binding data. (1) The peptide sequence is DIVRVFNEY. The MHC is HLA-A80:01 with pseudo-sequence HLA-A80:01. The binding affinity (normalized) is 0.207. (2) The peptide sequence is MSDIFASEV. The MHC is HLA-B15:17 with pseudo-sequence HLA-B15:17. The binding affinity (normalized) is 0.909.